Dataset: Forward reaction prediction with 1.9M reactions from USPTO patents (1976-2016). Task: Predict the product of the given reaction. The product is: [CH3:37][C:35]([NH:38][CH2:21][CH:20]([C:11]1[C:12]2[O:17][CH2:16][C:15](=[O:18])[NH:14][C:13]=2[CH:19]=[C:9]([OH:8])[CH:10]=1)[OH:26])([CH3:36])[CH2:34][C:31]1[CH:32]=[CH:33][CH:28]=[CH:29][C:30]=1[C:39]([F:40])([F:41])[F:42]. Given the reactants C([O:8][C:9]1[CH:10]=[C:11]([C:20](=[O:26])[CH:21](OCC)O)[C:12]2[O:17][CH2:16][C:15](=[O:18])[NH:14][C:13]=2[CH:19]=1)C1C=CC=CC=1.Cl[C:28]1[CH:33]=[CH:32][C:31]([CH2:34][C:35]([NH2:38])([CH3:37])[CH3:36])=[C:30]([C:39]([F:42])([F:41])[F:40])[CH:29]=1.FC(F)(F)C([O-])=O, predict the reaction product.